Dataset: Forward reaction prediction with 1.9M reactions from USPTO patents (1976-2016). Task: Predict the product of the given reaction. (1) Given the reactants [Li+].[BH4-].CO.[Br:5][CH2:6][CH2:7][CH2:8][C:9]([CH3:21])([C:15]1[CH:20]=[CH:19][CH:18]=[CH:17][CH:16]=1)[C:10](OCC)=[O:11].Cl, predict the reaction product. The product is: [Br:5][CH2:6][CH2:7][CH2:8][C:9]([CH3:21])([C:15]1[CH:20]=[CH:19][CH:18]=[CH:17][CH:16]=1)[CH2:10][OH:11]. (2) Given the reactants [CH:1]1[C:13]2[NH:12][C:11]3[C:6](=[CH:7][CH:8]=[CH:9][CH:10]=3)[C:5]=2[CH:4]=[CH:3][CH:2]=1.[OH-].[Na+].Br[CH2:17][CH3:18], predict the reaction product. The product is: [CH2:17]([N:12]1[C:11]2[CH:10]=[CH:9][CH:8]=[CH:7][C:6]=2[C:5]2[C:13]1=[CH:1][CH:2]=[CH:3][CH:4]=2)[CH3:18].